From a dataset of Full USPTO retrosynthesis dataset with 1.9M reactions from patents (1976-2016). Predict the reactants needed to synthesize the given product. (1) Given the product [CH3:3][N:2]([CH2:4][C:5]1[CH:6]=[C:7]([C:11]2[CH:12]=[C:13]3[C:19]([NH:20][C:21]([C:23]4[CH:24]=[N:25][N:26]([CH2:28][C:29]5[CH:30]=[CH:31][CH:32]=[CH:33][CH:34]=5)[CH:27]=4)=[O:22])=[CH:18][NH:17][C:14]3=[N:15][CH:16]=2)[CH:8]=[CH:9][CH:10]=1)[CH3:1], predict the reactants needed to synthesize it. The reactants are: [CH3:1][N:2]([CH2:4][C:5]1[CH:6]=[C:7]([C:11]2[CH:12]=[C:13]3[C:19]([NH:20][C:21]([C:23]4[CH:24]=[N:25][N:26]([CH2:28][C:29]5[CH:34]=[CH:33][CH:32]=[CH:31][CH:30]=5)[CH:27]=4)=[O:22])=[CH:18][N:17](S(C4C=CC(C)=CC=4)(=O)=O)[C:14]3=[N:15][CH:16]=2)[CH:8]=[CH:9][CH:10]=1)[CH3:3].[OH-].[K+]. (2) The reactants are: [NH2:1][CH2:2][CH2:3][C@H:4]([N:6]1[CH2:11][CH2:10][CH:9]([NH:12][C:13]2[CH:18]=[CH:17][C:16]([O:19][CH3:20])=[CH:15][CH:14]=2)[CH2:8][CH2:7]1)[CH3:5].[CH3:21][C:22]([O:25][C:26](O[C:26]([O:25][C:22]([CH3:24])([CH3:23])[CH3:21])=[O:27])=[O:27])([CH3:24])[CH3:23].CCN(CC)CC. Given the product [C:22]([O:25][C:26](=[O:27])[NH:1][CH2:2][CH2:3][C@H:4]([N:6]1[CH2:7][CH2:8][CH:9]([NH:12][C:13]2[CH:18]=[CH:17][C:16]([O:19][CH3:20])=[CH:15][CH:14]=2)[CH2:10][CH2:11]1)[CH3:5])([CH3:24])([CH3:23])[CH3:21], predict the reactants needed to synthesize it. (3) Given the product [Cl:1][C:2]1[CH:10]=[C:9]2[C:5]([C:6]([CH2:15][CH3:16])([CH2:21][CH3:22])[C:7](=[O:11])[NH:8]2)=[CH:4][CH:3]=1, predict the reactants needed to synthesize it. The reactants are: [Cl:1][C:2]1[CH:10]=[C:9]2[C:5]([CH2:6][C:7](=[O:11])[NH:8]2)=[CH:4][CH:3]=1.CN([CH2:15][CH2:16]N(C)C)C.[Li][CH2:21][CH2:22]CC.C(I)C. (4) Given the product [F:20][C:17]1[CH:18]=[CH:19][C:14]([CH2:13][N:10]([O:11][CH3:12])[C:8]([C:7]2[CH2:37][N:35]([CH2:34][CH2:33][N:27]3[CH2:32][CH2:31][O:30][CH2:29][CH2:28]3)[C:4](=[O:23])[C:5]=2[OH:6])=[O:9])=[C:15]([S:21][CH3:22])[CH:16]=1, predict the reactants needed to synthesize it. The reactants are: CC1(C)[O:6][C:5](=[CH:7][C:8]([N:10]([CH2:13][C:14]2[CH:19]=[CH:18][C:17]([F:20])=[CH:16][C:15]=2[S:21][CH3:22])[O:11][CH3:12])=[O:9])[C:4](=[O:23])O1.C=O.[N:27]1([CH2:33][CH2:34][NH2:35])[CH2:32][CH2:31][O:30][CH2:29][CH2:28]1.Cl[C:37]1C=C(C=CC=1Cl)CN(C)C(C1CN(CCO)C(=O)C=1O)=O. (5) Given the product [CH2:5]([N:6]([CH3:7])[C:2]1[CH:3]=[C:4]2[C:8](=[CH:9][CH:10]=1)[C:7](=[O:11])[NH:6][CH2:5]2)[CH3:4], predict the reactants needed to synthesize it. The reactants are: F[C:2]1[CH:3]=[C:4]2[C:8](=[CH:9][CH:10]=1)[C:7](=[O:11])[NH:6][CH2:5]2. (6) Given the product [N:5]([C:4]1[CH:6]=[C:7]([C:10]([F:11])([F:12])[F:13])[CH:8]=[CH:9][C:3]=1[O:2][CH3:1])=[C:31]=[O:32], predict the reactants needed to synthesize it. The reactants are: [CH3:1][O:2][C:3]1[CH:9]=[CH:8][C:7]([C:10]([F:13])([F:12])[F:11])=[CH:6][C:4]=1[NH2:5].CN(C)C1C2C(=CC=CC=2N(C)C)C=CC=1.Cl[C:31](OC(Cl)(Cl)Cl)=[O:32]. (7) Given the product [Cl:1][C:2]1[CH:3]=[C:4]([CH:31]=[CH:32][C:33]=1[Cl:34])[C:5]([NH:7][C:8]1[CH:30]=[CH:29][C:11]([O:12][C:13]2[CH:14]=[CH:15][C:16]([N:19]3[CH2:20][CH2:21][CH:22]([OH:25])[CH2:23][CH2:24]3)=[CH:17][CH:18]=2)=[CH:10][CH:9]=1)=[O:6], predict the reactants needed to synthesize it. The reactants are: [Cl:1][C:2]1[CH:3]=[C:4]([CH:31]=[CH:32][C:33]=1[Cl:34])[C:5]([NH:7][C:8]1[CH:30]=[CH:29][C:11]([O:12][C:13]2[CH:18]=[CH:17][C:16]([N:19]3[CH2:24][CH2:23][CH:22]([O:25]COC)[CH2:21][CH2:20]3)=[CH:15][CH:14]=2)=[CH:10][CH:9]=1)=[O:6].Cl.C(=O)([O-])[O-].[K+].[K+]. (8) Given the product [CH:31]1([C:29]([NH:28][C@@H:27]2[C@H:23]3[O:22][CH2:21][C@H:20]([NH:19][C:10](=[O:12])[C:9]4[CH:13]=[CH:14][CH:15]=[C:7]([O:6][C:5]5[CH:16]=[CH:17][CH:18]=[C:3]([O:2][CH3:1])[CH:4]=5)[CH:8]=4)[C@H:24]3[O:25][CH2:26]2)=[O:30])[CH2:32][CH2:33]1, predict the reactants needed to synthesize it. The reactants are: [CH3:1][O:2][C:3]1[CH:4]=[C:5]([CH:16]=[CH:17][CH:18]=1)[O:6][C:7]1[CH:8]=[C:9]([CH:13]=[CH:14][CH:15]=1)[C:10]([OH:12])=O.[NH2:19][C@@H:20]1[C@H:24]2[O:25][CH2:26][C@H:27]([NH:28][C:29]([CH:31]3[CH2:33][CH2:32]3)=[O:30])[C@H:23]2[O:22][CH2:21]1.